This data is from Acute oral toxicity (LD50) regression data from Zhu et al.. The task is: Regression/Classification. Given a drug SMILES string, predict its toxicity properties. Task type varies by dataset: regression for continuous values (e.g., LD50, hERG inhibition percentage) or binary classification for toxic/non-toxic outcomes (e.g., AMES mutagenicity, cardiotoxicity, hepatotoxicity). Dataset: ld50_zhu. The molecule is CC(C)(C)C(=O)C#N. The rat oral LD50 is 3.45, given as -log10 of the dose in mol/kg body weight (higher means more acutely toxic).